This data is from Full USPTO retrosynthesis dataset with 1.9M reactions from patents (1976-2016). The task is: Predict the reactants needed to synthesize the given product. Given the product [C:3]([O:7][C:8]([NH:10][C@H:11]([C:22]([OH:24])=[O:23])[CH2:12][C:13]1[C:21]2[C:16](=[CH:17][CH:18]=[CH:19][CH:20]=2)[N:15]([CH2:26][CH2:27][CH2:28][CH3:29])[CH:14]=1)=[O:9])([CH3:6])([CH3:4])[CH3:5], predict the reactants needed to synthesize it. The reactants are: [OH-].[Na+].[C:3]([O:7][C:8]([NH:10][C@H:11]([C:22]([OH:24])=[O:23])[CH2:12][C:13]1[C:21]2[C:16](=[CH:17][CH:18]=[CH:19][CH:20]=2)[NH:15][CH:14]=1)=[O:9])([CH3:6])([CH3:5])[CH3:4].I[CH2:26][CH2:27][CH2:28][CH3:29].